Dataset: Full USPTO retrosynthesis dataset with 1.9M reactions from patents (1976-2016). Task: Predict the reactants needed to synthesize the given product. (1) Given the product [CH3:62][O:61][C:54]1[CH:53]=[C:52]([NH:51][C:47]2[CH:46]=[C:45]([O:44][C:37]3[C:38]4[C:43](=[CH:42][CH:41]=[CH:40][CH:39]=4)[C:34]([NH:33][C:31](=[O:32])[O:30][C:26]([CH3:28])([CH3:27])[CH3:29])=[CH:35][CH:36]=3)[CH:50]=[CH:49][N:48]=2)[CH:60]=[CH:59][C:55]=1[C:56](=[O:57])[NH:64][CH2:65][CH2:66][N:67]1[CH2:72][CH2:71][S:70](=[O:73])[CH2:69][CH2:68]1, predict the reactants needed to synthesize it. The reactants are: CN(C(ON1N=NC2C=CC=NC1=2)=[N+](C)C)C.F[P-](F)(F)(F)(F)F.Cl.[C:26]([O:30][C:31]([NH:33][C:34]1[C:43]2[C:38](=[CH:39][CH:40]=[CH:41][CH:42]=2)[C:37]([O:44][C:45]2[CH:50]=[CH:49][N:48]=[C:47]([NH:51][C:52]3[CH:60]=[CH:59][C:55]([C:56](O)=[O:57])=[C:54]([O:61][CH3:62])[CH:53]=3)[CH:46]=2)=[CH:36][CH:35]=1)=[O:32])([CH3:29])([CH3:28])[CH3:27].Cl.[NH2:64][CH2:65][CH2:66][N:67]1[CH2:72][CH2:71][S:70](=[O:73])[CH2:69][CH2:68]1.CCN(C(C)C)C(C)C. (2) Given the product [F:25][C:2]([F:1])([F:24])[C:3]1[CH:23]=[CH:22][C:6]([O:7][CH2:8][C:9]2[NH:17][C:16]3[C:11](=[N:12][CH:13]=[CH:14][C:15]=3[C:18]([OH:20])=[O:19])[CH:10]=2)=[CH:5][CH:4]=1, predict the reactants needed to synthesize it. The reactants are: [F:1][C:2]([F:25])([F:24])[C:3]1[CH:23]=[CH:22][C:6]([O:7][CH2:8][C:9]2[NH:17][C:16]3[C:11](=[N:12][CH:13]=[CH:14][C:15]=3[C:18]([O:20]C)=[O:19])[CH:10]=2)=[CH:5][CH:4]=1. (3) Given the product [F:19][CH:2]([F:20])[C:3]1[CH:7]=[CH:6][N:5]([CH3:8])[N:4]=1, predict the reactants needed to synthesize it. The reactants are: Cl[CH:2](Cl)[C:3]1[CH:7]=[CH:6][N:5]([CH3:8])[N:4]=1.ClC(Cl)C1N(C)N=CC=1.[FH:19].[FH:20].F.C(N(CC)CC)C.[OH-].[Na+]. (4) Given the product [Br:1][C:2]1[C:11]2[C:6](=[CH:7][CH:8]=[CH:9][C:10]=2[CH3:12])[C:5]([O:15][CH3:14])=[N:4][CH:3]=1, predict the reactants needed to synthesize it. The reactants are: [Br:1][C:2]1[C:11]2[C:6](=[CH:7][CH:8]=[CH:9][C:10]=2[CH3:12])[C:5](Cl)=[N:4][CH:3]=1.[CH3:14][O-:15].[Na+]. (5) Given the product [CH2:7]([N:14]1[CH2:19][CH2:18][NH:17][CH:16]([CH2:21][CH3:22])[CH2:15]1)[C:8]1[CH:9]=[CH:10][CH:11]=[CH:12][CH:13]=1, predict the reactants needed to synthesize it. The reactants are: [H-].[Al+3].[Li+].[H-].[H-].[H-].[CH2:7]([N:14]1[CH2:19][C:18](=O)[NH:17][CH:16]([CH2:21][CH3:22])[C:15]1=O)[C:8]1[CH:13]=[CH:12][CH:11]=[CH:10][CH:9]=1.O.[OH-].[Na+]. (6) Given the product [OH:47][CH2:46][CH2:45][NH:44][C:41]([CH:38]1[CH2:39][CH2:40][CH:35]([N:33]2[CH2:34][CH:31]([NH:30][C:28](=[O:29])[CH2:27][NH:26][C:15]3[C:16]4[C:21](=[CH:20][CH:19]=[C:18]([C:22]([F:23])([F:24])[F:25])[CH:17]=4)[N:13]([CH3:12])[N:14]=3)[CH2:32]2)[CH2:36][CH2:37]1)=[O:43], predict the reactants needed to synthesize it. The reactants are: CCN=C=NCCCN(C)C.[CH3:12][N:13]1[C:21]2[C:16](=[CH:17][C:18]([C:22]([F:25])([F:24])[F:23])=[CH:19][CH:20]=2)[C:15]([NH:26][CH2:27][C:28]([NH:30][CH:31]2[CH2:34][N:33]([CH:35]3[CH2:40][CH2:39][CH:38]([C:41]([OH:43])=O)[CH2:37][CH2:36]3)[CH2:32]2)=[O:29])=[N:14]1.[NH2:44][CH2:45][CH2:46][OH:47]. (7) Given the product [NH2:29][C@H:19]([CH2:20][C:21]1[CH:22]=[CH:23][C:24]([O:27][CH3:28])=[CH:25][CH:26]=1)[C:18]([N:16]1[CH2:17][C:14]([CH:8]2[CH2:13][CH2:12][CH2:11][CH2:10][CH2:9]2)([CH2:38][CH2:39][CH2:40][CH2:41][CH3:42])[CH2:15]1)=[O:37], predict the reactants needed to synthesize it. The reactants are: FC(F)(F)C(O)=O.[CH:8]1([C:14]2([CH2:38][CH2:39][CH2:40][CH2:41][CH3:42])[CH2:17][N:16]([C:18](=[O:37])[C@H:19]([NH:29]C(=O)OC(C)(C)C)[CH2:20][C:21]3[CH:26]=[CH:25][C:24]([O:27][CH3:28])=[CH:23][CH:22]=3)[CH2:15]2)[CH2:13][CH2:12][CH2:11][CH2:10][CH2:9]1. (8) Given the product [NH2:1][C:2]1[N:23]=[C:22]([NH:57][CH2:51][C:52]2[O:56][CH:55]=[CH:54][CH:53]=2)[CH:21]=[CH:20][C:3]=1[C:4]([NH:6][CH2:7][C:8]1[S:9][C:10]([O:13][C:14]2[CH:19]=[CH:18][CH:17]=[CH:16][CH:15]=2)=[CH:11][CH:12]=1)=[O:5], predict the reactants needed to synthesize it. The reactants are: [NH2:1][C:2]1[N:23]=[C:22](Cl)[CH:21]=[CH:20][C:3]=1[C:4]([NH:6][CH2:7][C:8]1[S:9][C:10]([O:13][C:14]2[CH:19]=[CH:18][CH:17]=[CH:16][CH:15]=2)=[CH:11][CH:12]=1)=[O:5].C1C=CC(CC(NCN[C@H](C(O)=O)CC2C=CC([N+]([O-])=O)=CC=2)=O)=CC=1.[CH2:51]([NH2:57])[C:52]1[O:56][CH:55]=[CH:54][CH:53]=1. (9) Given the product [C:22]([O:25][C:26]1[CH:34]=[CH:33][CH:32]=[CH:31][C:27]=1[C:28](=[O:30])[N:12]([C@@H:14]([C:48](=[O:50])[NH2:47])[C:15]1[CH:20]=[CH:19][CH:18]=[CH:17][CH:16]=1)[C@H:9]1[C:10]2[C:6](=[C:5]([F:13])[CH:4]=[C:3]([Cl:2])[CH:11]=2)[CH2:7][CH2:8]1)(=[O:24])[CH3:23], predict the reactants needed to synthesize it. The reactants are: Cl.[Cl:2][C:3]1[CH:11]=[C:10]2[C:6]([CH2:7][CH2:8][C@H:9]2[NH2:12])=[C:5]([F:13])[CH:4]=1.[CH:14](=O)[C:15]1[CH:20]=[CH:19][CH:18]=[CH:17][CH:16]=1.[C:22]([O:25][C:26]1[C:27](=[CH:31][CH:32]=[CH:33][CH:34]=1)[C:28]([OH:30])=O)(=[O:24])[CH3:23].C1(C2CCC([N+:47]#[C-:48])=CC2)C=CC=CC=1.C[OH:50].